This data is from Catalyst prediction with 721,799 reactions and 888 catalyst types from USPTO. The task is: Predict which catalyst facilitates the given reaction. (1) Reactant: N[C@@H]1C2C(=CC=CC=2)C[C@@H]1O.O1CCCC1.[C:17]([C:21]1[CH:26]=[CH:25][C:24]([CH:27]([OH:52])[C:28]2[C:29]([C:45]3[CH:50]=[CH:49][C:48]([F:51])=[CH:47][CH:46]=3)=[C:30]3[C:38](=[CH:39][C:40]=2[CH:41]([CH3:43])[CH3:42])[O:37][C:33]2([CH2:36][CH2:35][CH2:34]2)[CH2:32][C:31]3=[O:44])=[CH:23][CH:22]=1)([CH3:20])([CH3:19])[CH3:18]. Product: [C:17]([C:21]1[CH:22]=[CH:23][C:24]([C@H:27]([OH:52])[C:28]2[C:29]([C:45]3[CH:46]=[CH:47][C:48]([F:51])=[CH:49][CH:50]=3)=[C:30]3[C:38](=[CH:39][C:40]=2[CH:41]([CH3:43])[CH3:42])[O:37][C:33]2([CH2:34][CH2:35][CH2:36]2)[CH2:32][C@@H:31]3[OH:44])=[CH:25][CH:26]=1)([CH3:19])([CH3:20])[CH3:18]. The catalyst class is: 5. (2) Reactant: [O:1]=[C:2]([C:6]1[S:7][CH:8]=[CH:9][CH:10]=1)[C:3](O)=[O:4].C(Cl)(=O)C([Cl:14])=O.CN(C=O)C. Product: [O:1]=[C:2]([C:6]1[S:7][CH:8]=[CH:9][CH:10]=1)[C:3]([Cl:14])=[O:4]. The catalyst class is: 2. (3) Reactant: [CH3:1][N:2]1[C:10]2[C:5](=[CH:6][CH:7]=[CH:8][CH:9]=2)[C:4]([CH2:11][NH:12][C:13]2[CH:18]=[CH:17][CH:16]=[CH:15][C:14]=2[N+:19]([O-])=O)=[CH:3]1.[H][H]. Product: [CH3:1][N:2]1[C:10]2[C:5](=[CH:6][CH:7]=[CH:8][CH:9]=2)[C:4]([CH2:11][NH:12][C:13]2[CH:18]=[CH:17][CH:16]=[CH:15][C:14]=2[NH2:19])=[CH:3]1. The catalyst class is: 29. (4) Reactant: C(OC([N:8]1[CH2:30][CH2:29][N:11]2[C:12](=[O:28])[C:13]3[C:18]([C@@H:10]2[CH2:9]1)=[CH:17][C:16]([CH:19]([CH2:22][CH3:23])[CH2:20][CH3:21])=[CH:15][C:14]=3[C:24]([F:27])([F:26])[F:25])=O)(C)(C)C.[ClH:31]. Product: [ClH:31].[CH3:23][CH2:22][CH:19]([C:16]1[CH:17]=[C:18]2[C:13]([C:12](=[O:28])[N:11]3[CH2:29][CH2:30][NH:8][CH2:9][C@H:10]32)=[C:14]([C:24]([F:26])([F:27])[F:25])[CH:15]=1)[CH2:20][CH3:21]. The catalyst class is: 316. (5) Reactant: [Br:1][C:2]1[CH:3]=[C:4]([NH:8][CH:9]([C:12]2[CH:17]=[CH:16][CH:15]=[CH:14][CH:13]=2)[CH2:10]O)[CH:5]=[N:6][CH:7]=1.[C:18]1(=[O:28])[NH:22][C:21](=[O:23])[C:20]2=[CH:24][CH:25]=[CH:26][CH:27]=[C:19]12.C1(P(C2C=CC=CC=2)C2C=CC=CC=2)C=CC=CC=1.N(C(OCC)=O)=NC(OCC)=O. Product: [Br:1][C:2]1[CH:3]=[C:4]([NH:8][CH:9]([C:12]2[CH:17]=[CH:16][CH:15]=[CH:14][CH:13]=2)[CH2:10][N:22]2[C:18](=[O:28])[C:19]3[C:20](=[CH:24][CH:25]=[CH:26][CH:27]=3)[C:21]2=[O:23])[CH:5]=[N:6][CH:7]=1. The catalyst class is: 20. (6) The catalyst class is: 22. Product: [Br:18][CH:15]1[CH2:14][CH2:13][C:5]2=[C:6]([C:8]([O:10][CH2:11][CH3:12])=[O:9])[S:7][C:3]([S:2][CH3:1])=[C:4]2[C:16]1=[O:17]. Reactant: [CH3:1][S:2][C:3]1[S:7][C:6]([C:8]([O:10][CH2:11][CH3:12])=[O:9])=[C:5]2[CH2:13][CH2:14][CH2:15][C:16](=[O:17])[C:4]=12.[Br:18]Br. (7) Reactant: [N+:1]([O-:4])(O)=[O:2].[CH3:5][C:6]1[C:10]([C:11]2[CH:20]=[C:19]3[C:14]([C:15](=[O:21])[CH:16]=[CH:17][NH:18]3)=[CH:13][C:12]=2[O:22][CH3:23])=[C:9]([CH3:24])[O:8][N:7]=1. Product: [CH3:5][C:6]1[C:10]([C:11]2[CH:20]=[C:19]3[C:14]([C:15]([OH:21])=[C:16]([N+:1]([O-:4])=[O:2])[CH:17]=[N:18]3)=[CH:13][C:12]=2[O:22][CH3:23])=[C:9]([CH3:24])[O:8][N:7]=1. The catalyst class is: 796.